From a dataset of NCI-60 drug combinations with 297,098 pairs across 59 cell lines. Regression. Given two drug SMILES strings and cell line genomic features, predict the synergy score measuring deviation from expected non-interaction effect. (1) Drug 1: CCC(=C(C1=CC=CC=C1)C2=CC=C(C=C2)OCCN(C)C)C3=CC=CC=C3.C(C(=O)O)C(CC(=O)O)(C(=O)O)O. Drug 2: CN(C(=O)NC(C=O)C(C(C(CO)O)O)O)N=O. Cell line: T-47D. Synergy scores: CSS=4.92, Synergy_ZIP=-1.70, Synergy_Bliss=2.09, Synergy_Loewe=-1.82, Synergy_HSA=-1.59. (2) Drug 1: C1CC(=O)NC(=O)C1N2CC3=C(C2=O)C=CC=C3N. Drug 2: C1C(C(OC1N2C=NC3=C(N=C(N=C32)Cl)N)CO)O. Cell line: NCI-H460. Synergy scores: CSS=2.30, Synergy_ZIP=3.12, Synergy_Bliss=2.39, Synergy_Loewe=1.08, Synergy_HSA=0.00345. (3) Drug 1: COC1=C(C=C2C(=C1)N=CN=C2NC3=CC(=C(C=C3)F)Cl)OCCCN4CCOCC4. Drug 2: CC1CCC2CC(C(=CC=CC=CC(CC(C(=O)C(C(C(=CC(C(=O)CC(OC(=O)C3CCCCN3C(=O)C(=O)C1(O2)O)C(C)CC4CCC(C(C4)OC)OCCO)C)C)O)OC)C)C)C)OC. Cell line: K-562. Synergy scores: CSS=26.5, Synergy_ZIP=-7.62, Synergy_Bliss=-2.40, Synergy_Loewe=-4.73, Synergy_HSA=1.92. (4) Drug 1: CN(C)N=NC1=C(NC=N1)C(=O)N. Drug 2: CN(CCCl)CCCl.Cl. Cell line: HOP-62. Synergy scores: CSS=1.27, Synergy_ZIP=-0.767, Synergy_Bliss=-1.42, Synergy_Loewe=-14.1, Synergy_HSA=-5.00. (5) Drug 1: CCCS(=O)(=O)NC1=C(C(=C(C=C1)F)C(=O)C2=CNC3=C2C=C(C=N3)C4=CC=C(C=C4)Cl)F. Drug 2: CCCCCOC(=O)NC1=NC(=O)N(C=C1F)C2C(C(C(O2)C)O)O. Cell line: SW-620. Synergy scores: CSS=-27.3, Synergy_ZIP=11.4, Synergy_Bliss=-10.4, Synergy_Loewe=-29.7, Synergy_HSA=-29.9. (6) Drug 1: CN(C)C1=NC(=NC(=N1)N(C)C)N(C)C. Drug 2: CC12CCC3C(C1CCC2O)C(CC4=C3C=CC(=C4)O)CCCCCCCCCS(=O)CCCC(C(F)(F)F)(F)F. Cell line: OVCAR-5. Synergy scores: CSS=-3.04, Synergy_ZIP=0.185, Synergy_Bliss=-1.12, Synergy_Loewe=-5.80, Synergy_HSA=-4.72. (7) Drug 1: C1=CC(=C2C(=C1NCCNCCO)C(=O)C3=C(C=CC(=C3C2=O)O)O)NCCNCCO. Drug 2: CN(CCCl)CCCl.Cl. Cell line: RPMI-8226. Synergy scores: CSS=50.1, Synergy_ZIP=4.49, Synergy_Bliss=3.66, Synergy_Loewe=-6.17, Synergy_HSA=2.90.